Dataset: Catalyst prediction with 721,799 reactions and 888 catalyst types from USPTO. Task: Predict which catalyst facilitates the given reaction. (1) Reactant: [C:1]([N:4]1[C:13]2[C:8](=[CH:9][C:10]([C:14]3[CH:24]=[CH:23][C:17]([C:18]([O:20][CH2:21][CH3:22])=[O:19])=[CH:16][CH:15]=3)=[CH:11][CH:12]=2)[C@H:7]([NH:25]C(OC(C)C)=O)[CH2:6][C@@H:5]1[CH3:32])(=[O:3])[CH3:2].[Cl-].[Al+3].[Cl-].[Cl-].CO.C(N(CC)CC)C. Product: [C:1]([N:4]1[C:13]2[C:8](=[CH:9][C:10]([C:14]3[CH:24]=[CH:23][C:17]([C:18]([O:20][CH2:21][CH3:22])=[O:19])=[CH:16][CH:15]=3)=[CH:11][CH:12]=2)[C@H:7]([NH2:25])[CH2:6][C@@H:5]1[CH3:32])(=[O:3])[CH3:2]. The catalyst class is: 2. (2) Reactant: [CH3:1][N:2]1[CH2:6][CH2:5][C@@H:4]([OH:7])[CH2:3]1.[H-].[Na+].Cl[C:11]1[CH:16]=[CH:15][N:14]=[C:13]([NH:17][CH2:18][C:19]2[N:23]3[CH:24]=[C:25]([Cl:28])[CH:26]=[CH:27][C:22]3=[N:21][C:20]=2[C:29]2[CH:34]=[CH:33][C:32]([F:35])=[CH:31][CH:30]=2)[N:12]=1. Product: [Cl:28][C:25]1[CH:26]=[CH:27][C:22]2[N:23]([C:19]([CH2:18][NH:17][C:13]3[N:14]=[C:15]([O:7][C@@H:4]4[CH2:5][CH2:6][N:2]([CH3:1])[CH2:3]4)[CH:16]=[CH:11][N:12]=3)=[C:20]([C:29]3[CH:30]=[CH:31][C:32]([F:35])=[CH:33][CH:34]=3)[N:21]=2)[CH:24]=1. The catalyst class is: 56. (3) Reactant: [NH2:1][CH2:2][CH2:3][N:4]1[C:12]2[C:7](=[CH:8][C:9]([NH:14][C:15]([C:17]3([C:20]4[CH:30]=[CH:29][C:23]5[O:24][C:25]([F:28])([F:27])[O:26][C:22]=5[CH:21]=4)[CH2:19][CH2:18]3)=[O:16])=[C:10]([F:13])[CH:11]=2)[CH:6]=[C:5]1[C:31]([CH3:34])([CH3:33])[CH3:32].CCN(CC)CC.[C:42](Cl)(=[O:44])[CH3:43]. Product: [C:42]([NH:1][CH2:2][CH2:3][N:4]1[C:12]2[C:7](=[CH:8][C:9]([NH:14][C:15]([C:17]3([C:20]4[CH:30]=[CH:29][C:23]5[O:24][C:25]([F:28])([F:27])[O:26][C:22]=5[CH:21]=4)[CH2:18][CH2:19]3)=[O:16])=[C:10]([F:13])[CH:11]=2)[CH:6]=[C:5]1[C:31]([CH3:34])([CH3:33])[CH3:32])(=[O:44])[CH3:43]. The catalyst class is: 3. (4) Reactant: [N+:1]([C:4]1[CH:12]=[CH:11][CH:10]=[C:9]2[C:5]=1[CH:6]=[CH:7][NH:8]2)([O-])=O.[OH2:13]. Product: [O:13]1[CH2:6][CH2:5][C@@H:4]([N:8]2[C:9]3[CH:10]=[CH:11][CH:12]=[C:4]([NH2:1])[C:5]=3[CH:6]=[CH:7]2)[CH2:12]1. The catalyst class is: 3. (5) Reactant: C[O:2][C:3](=[O:43])[C:4]1[CH:9]=[C:8]([O:10][C:11]2[CH:16]=[CH:15][C:14]([NH:17][S:18]([C:21]3[CH:26]=[CH:25][C:24]([CH3:27])=[CH:23][CH:22]=3)(=[O:20])=[O:19])=[C:13]([NH:28][CH2:29][CH2:30][CH3:31])[CH:12]=2)[CH:7]=[CH:6][C:5]=1[NH:32][S:33]([C:36]1[CH:41]=[CH:40][C:39]([CH3:42])=[CH:38][CH:37]=1)(=[O:35])=[O:34].[Li+].[OH-].O.Cl. Product: [CH2:29]([NH:28][C:13]1[CH:12]=[C:11]([CH:16]=[CH:15][C:14]=1[NH:17][S:18]([C:21]1[CH:26]=[CH:25][C:24]([CH3:27])=[CH:23][CH:22]=1)(=[O:19])=[O:20])[O:10][C:8]1[CH:7]=[CH:6][C:5]([NH:32][S:33]([C:36]2[CH:37]=[CH:38][C:39]([CH3:42])=[CH:40][CH:41]=2)(=[O:34])=[O:35])=[C:4]([CH:9]=1)[C:3]([OH:43])=[O:2])[CH2:30][CH3:31]. The catalyst class is: 1. (6) Reactant: [Cl:1][C:2]1[C:3]([CH3:32])=[C:4]([N:8]([S:22]([C:25]2[CH:30]=[CH:29][C:28]([CH3:31])=[CH:27][CH:26]=2)(=[O:24])=[O:23])[CH2:9][C:10]([NH:12][CH2:13][C:14]2[CH:19]=[CH:18][CH:17]=[C:16]([C:20]#[N:21])[CH:15]=2)=[O:11])[CH:5]=[CH:6][CH:7]=1.[N-:33]=[N+:34]=[N-:35].[Na+].[Cl-].[NH4+]. Product: [Cl:1][C:2]1[C:3]([CH3:32])=[C:4]([N:8]([S:22]([C:25]2[CH:30]=[CH:29][C:28]([CH3:31])=[CH:27][CH:26]=2)(=[O:23])=[O:24])[CH2:9][C:10]([NH:12][CH2:13][C:14]2[CH:19]=[CH:18][CH:17]=[C:16]([C:20]3[N:33]=[N:34][NH:35][N:21]=3)[CH:15]=2)=[O:11])[CH:5]=[CH:6][CH:7]=1. The catalyst class is: 3.